Predict the product of the given reaction. From a dataset of Forward reaction prediction with 1.9M reactions from USPTO patents (1976-2016). (1) Given the reactants [C:1]([O:5][C:6](=[O:12])[C@@H:7]([CH:9]([CH3:11])[CH3:10])[NH2:8])([CH3:4])([CH3:3])[CH3:2].CCN(CC)CC.[Cl:20][C:21]1[C:30]2[C:25](=[CH:26][CH:27]=[C:28]([S:31](Cl)(=[O:33])=[O:32])[CH:29]=2)[C:24]([Cl:35])=[CH:23][N:22]=1, predict the reaction product. The product is: [C:1]([O:5][C:6](=[O:12])[C@@H:7]([CH:9]([CH3:10])[CH3:11])[NH:8][S:31]([C:28]1[CH:29]=[C:30]2[C:25]([C:24]([Cl:35])=[CH:23][N:22]=[C:21]2[Cl:20])=[CH:26][CH:27]=1)(=[O:33])=[O:32])([CH3:4])([CH3:3])[CH3:2]. (2) Given the reactants [CH3:1][O:2][C:3]1[CH:8]=[C:7]([C:9]([F:12])([F:11])[F:10])[CH:6]=[CH:5][C:4]=1B(O)O.Cl[C:17]1[C:26]2[C:21](=[CH:22][C:23]([S:27]([N:30](CC3C=CC(OC)=CC=3)[C:31]3[S:32][CH:33]=[CH:34][N:35]=3)(=[O:29])=[O:28])=[CH:24][CH:25]=2)[C:20](=[O:45])[N:19](CC2C=CC(OC)=CC=2)[CH:18]=1.[O-]P([O-])([O-])=O.[K+].[K+].[K+].CC(N)CC1C=CC=CC=1.OP(O)(O)=O, predict the reaction product. The product is: [CH3:1][O:2][C:3]1[CH:8]=[C:7]([C:9]([F:12])([F:11])[F:10])[CH:6]=[CH:5][C:4]=1[C:17]1[C:26]2[C:21](=[CH:22][C:23]([S:27]([NH:30][C:31]3[S:32][CH:33]=[CH:34][N:35]=3)(=[O:29])=[O:28])=[CH:24][CH:25]=2)[C:20](=[O:45])[NH:19][CH:18]=1. (3) Given the reactants [F:1][C:2]([F:28])([O:7][C:8]1[CH:13]=[CH:12][C:11]([C:14]2[O:18][C:17]([C:19]3[CH:27]=[CH:26][C:22]([C:23](O)=[O:24])=[CH:21][CH:20]=3)=[N:16][N:15]=2)=[CH:10][CH:9]=1)[C:3]([F:6])([F:5])[F:4].C(N(CC)CC)C.P([N:52]=[N+:53]=[N-:54])(=O)(OC1C=CC=CC=1)OC1C=CC=CC=1, predict the reaction product. The product is: [F:28][C:2]([F:1])([O:7][C:8]1[CH:9]=[CH:10][C:11]([C:14]2[O:18][C:17]([C:19]3[CH:27]=[CH:26][C:22]([C:23]([N:52]=[N+:53]=[N-:54])=[O:24])=[CH:21][CH:20]=3)=[N:16][N:15]=2)=[CH:12][CH:13]=1)[C:3]([F:5])([F:4])[F:6]. (4) The product is: [CH3:28][O:27][C:20](=[O:26])[CH2:21][C:22]1[C:11]([C:13]2[CH:18]=[CH:17][CH:16]=[CH:15][C:14]=2[F:19])=[C:3]2[C:4]3[CH2:10][CH2:9][CH2:8][CH2:7][C:5]=3[S:6][C:2]2=[N:1][C:23]=1[CH3:25]. Given the reactants [NH2:1][C:2]1[S:6][C:5]2[CH2:7][CH2:8][CH2:9][CH2:10][C:4]=2[C:3]=1[C:11]([C:13]1[CH:18]=[CH:17][CH:16]=[CH:15][C:14]=1[F:19])=O.[C:20]([O:27][CH3:28])(=[O:26])[CH2:21][CH2:22][C:23]([CH3:25])=O.Cl[Si](C)(C)C, predict the reaction product.